This data is from Peptide-MHC class II binding affinity with 134,281 pairs from IEDB. The task is: Regression. Given a peptide amino acid sequence and an MHC pseudo amino acid sequence, predict their binding affinity value. This is MHC class II binding data. (1) The MHC is HLA-DPA10201-DPB10501 with pseudo-sequence HLA-DPA10201-DPB10501. The peptide sequence is SQPATGAATVAAGAA. The binding affinity (normalized) is 0.0199. (2) The peptide sequence is TEAFSTAWQAACKKP. The MHC is DRB3_0202 with pseudo-sequence DRB3_0202. The binding affinity (normalized) is 0.180. (3) The peptide sequence is GELQIVWKIDAAFKI. The MHC is DRB1_0401 with pseudo-sequence DRB1_0401. The binding affinity (normalized) is 0.739.